The task is: Predict the reactants needed to synthesize the given product.. This data is from Retrosynthesis with 50K atom-mapped reactions and 10 reaction types from USPTO. (1) Given the product COc1ccc(N)c(-c2ccc(N(C)C)cc2)n1, predict the reactants needed to synthesize it. The reactants are: CN(C)c1ccc(B(O)O)cc1.COc1ccc(N)c(Br)n1. (2) Given the product CCOC(=O)c1ncc(C(=O)O)[nH]1, predict the reactants needed to synthesize it. The reactants are: CCOC(=O)c1ncc(C(=O)OC(C)(C)C)[nH]1. (3) Given the product O=C(O)c1sc2c(c1Br)CSC2, predict the reactants needed to synthesize it. The reactants are: COC(=O)c1sc2c(c1Br)CSC2. (4) Given the product CCOC(=O)CCCCN1CCOCC1, predict the reactants needed to synthesize it. The reactants are: C1COCCN1.CCOC(=O)CCCCBr. (5) Given the product CCOc1ccc(CO)c(F)c1C#N, predict the reactants needed to synthesize it. The reactants are: CCOc1ccc(C(=O)O)c(F)c1C#N. (6) Given the product O=Cc1cc2cnccc2[nH]1, predict the reactants needed to synthesize it. The reactants are: CC(C)(C)OC(=O)n1c(C=O)cc2cnccc21. (7) Given the product Cc1noc2nc(CC(C)C)n(Cc3cccc(F)c3)c(=O)c12, predict the reactants needed to synthesize it. The reactants are: Cc1noc2nc(CC(C)C)[nH]c(=O)c12.Fc1cccc(CBr)c1. (8) Given the product O=C1CCC(N2Cc3c(OCc4ccc(CN5CCN(C(=O)C(F)(F)F)CC5)cc4)cccc3C2=O)C(=O)N1, predict the reactants needed to synthesize it. The reactants are: O=C(N1CCNCC1)C(F)(F)F.O=C1CCC(N2Cc3c(OCc4ccc(CBr)cc4)cccc3C2=O)C(=O)N1.